This data is from Experimentally validated miRNA-target interactions with 360,000+ pairs, plus equal number of negative samples. The task is: Binary Classification. Given a miRNA mature sequence and a target amino acid sequence, predict their likelihood of interaction. (1) Result: 0 (no interaction). The protein sequence of the target gene is MALKGRALYDFHSENKEEISIQQDEDLVIFSETSLDGWLQGQNSRGETGLFPASYVEIVRSGISTNHADYSSSPAGSPGAQVSLYNSPSVASPARSGGGSGFLSNQGSFEEDDDDDWDDWDDGCTVVEEPRAGGLGTNGHPPLNLSYPGAYPSQHMAFRPKPPLERQDSLASAKRGSVVGRNLNRFSCFVRSGVEAFILGDVPMMAKIAETYSIEMGPRGPQWKANPHPFACSVEDPTKQTKFKGIKSYISYKLTPTHAASPVYRRYKHFDWLYNRLLHKFTVISVPHLPEKQATGRFEE.... The miRNA is hsa-miR-3619-3p with sequence GGGACCAUCCUGCCUGCUGUGG. (2) The protein sequence of the target gene is MAAATADPGAGNPQAGDSSGGDSGGGLPSPGEQELSRRLQRLYPAVNQHETPLPRSWSPKDKYNYIGLSQGNLRVHYKGHGKNHKDAASVRATHPIPAACGIYYFEVKIVSKGRDGYMGIGLSAQGVNMNRLPGWDKHSYGYHGDDGHSFCSSGTGQPYGPTFTTGDVIGCCVNLINGTCFYTKNGHSLGIAFTDLPANLYPTVGLQTPGEIVDANFGQQPFLFDIEDYMREWRAKVQGTVHGFPISARLGEWQAVLQNMVSSYLVHHGYCSTATAFARMTETPIQEEQASIKNRQKIQK.... Result: 1 (interaction). The miRNA is mmu-miR-5119 with sequence CAUCUCAUCCUGGGGCUGG. (3) The miRNA is hsa-miR-5195-5p with sequence AACCCCUAAGGCAACUGGAUGG. The protein sequence of the target gene is MLCALLLLPSLLGATRASPTSGPQECAKGSTVWCQDLQTAARCGAVGYCQGAVWNKPTAKSLPCDVCQDIAAAAGNGLNPDATESDILALVMKTCEWLPSQESSAGCKWMVDAHSSAILSMLRGAPDSAPAQVCTALSLCEPLQRHLATLRPLSKEDTFEAVAPFMANGPLTFHPRQAPEGALCQDCVRQVSRLQEAVRSNLTLADLNIQEQCESLGPGLAVLCKNYLFQFFVPADQALRLLPPQELCRKGGFCEELGAPARLTQVVAMDGVPSLELGLPRKQSEMQMKAGVTCEVCMNV.... Result: 0 (no interaction). (4) The miRNA is cel-miR-1823-3p with sequence UACUGGAAGUGUUUAGGAGUAA. The protein sequence of the target gene is MDGVVTDLITVGLKRGSDELLSSGIINGPFTMNSSTPSTANGNDSKKFKRDRPPCSPSRVLHLRKIPCDVTEAEIISLGLPFGKVTNLLMLKGKSQAFLEMASEEAAVTMVNYYTPITPHLRSQPVYIQYSNHRELKTDNLPNQARAQAALQAVSAVQSGSLALSGGPSNEGTVLPGQSPVLRIIIENLFYPVTLEVLHQIFSKFGTVLKIITFTKNNQFQALLQYADPVNAHYAKMALDGQNIYNACCTLRIDFSKLTSLNVKYNNDKSRDFTRLDLPTGDGQPSLEPPMAAAFGAPGI.... Result: 0 (no interaction). (5) The miRNA is hsa-miR-302c-3p with sequence UAAGUGCUUCCAUGUUUCAGUGG. The protein sequence of the target gene is MQCRLPRGLAGALLTLLCMGLLCLRYHLNLSPQRVQGTPELSQPNPGPPKLQLHDVFIAVKTTRAFHRLRLELLLDTWVSRTREQTFVFTDSPDKGLQERLGSHLVVTNCSAEHSHPALSCKMAAEFDTFLASGLRWFCHVDDDNYVNPRALLQLLRAFPLARDVYVGRPSLNRPIHASEPQPHNRTRLVQFWFATGGAGFCINRKLALKMAPWASGSRFMDTSALIRLPDDCTMGYIIECKLGGRLQPSPLFHSHLETLQLLRTAQLPEQVTLSYGVFEGKLNVIKLQGPFSPEEDPSR.... Result: 0 (no interaction). (6) The miRNA is hsa-miR-490-3p with sequence CAACCUGGAGGACUCCAUGCUG. The protein sequence of the target gene is MSRRKQAKPQHINWEEGQGEQPQQLPSPDLAEALAAEEPGAPVNSPGNCDEASEDSIPVKRPRREDTHICNKCCAEFFSLSEFMEHKKSCTKTPPVLIMNDSEGPVPSEDFSRAALSHQLGSPSNKDSLQENGSSSGDLKKLGTDSILYLKTEATQPSTPQDISYLPKGKVANTNVTLQALRGTKVAVNQRGAEAPMAPMPAAQGIPWVLEQILCLQQQQLQQIQLTEQIRVQVNMWAAHALHSGVAGADTLKALSSHVSQQVSVSQQVSAAVALLSQKASNPALSLDALKQAKLPHASV.... Result: 0 (no interaction). (7) The miRNA is hsa-miR-224-3p with sequence AAAAUGGUGCCCUAGUGACUACA. The protein sequence of the target gene is MSAAGLLAPAPAPAAAPAAPEYYPEDEEELESAEDDERSCRGRESDEDTEDASETDLAKHDEEDYVEMKEQMYQDKLASLKRQLQQLQEGTLQEYQKRMKKLDQQYRERIRNAELFLQLETEQVERNYIKEKKAAVKEFEDKKVELKENLIAELEEKKKMIENEKLTMELTGDSMEVKPIMTRKLRRRPNDPVPIPDKRRKPAPAQLNYLLTDEQIMEDLRTLNKLKSPKRPASPSSPEHLPATPAESPAQRFEARIEDGKLYYDKRWYHKSQAIYLESKDNQKLSCVISSVGANEIWVR.... Result: 0 (no interaction).